Task: Predict the reaction yield, written as a fraction of the theoretical maximum amount of product (1.0 means a 100% yield; for example, 0.34 means a 34% yield).. Dataset: Reaction yield outcomes from USPTO patents with 853,638 reactions The reactants are [CH3:1][C:2]1[CH:3]=[CH:4][N:5]2[C:10]=1[C:9](=[O:11])[N:8]([C:12]1[CH:17]=[CH:16][CH:15]=[CH:14][CH:13]=1)[C:7]([C@@H:18]([NH:20][C:21]1[C:22]3[C:29]([C:30]4[CH:35]=[CH:34][N:33]=[C:32]5[N:36]([S:39]([CH3:42])(=[O:41])=[O:40])[CH:37]=[CH:38][C:31]=45)=[CH:28][N:27](COCC[Si](C)(C)C)[C:23]=3[N:24]=[CH:25][N:26]=1)[CH3:19])=[N:6]2.FC(F)(F)C(O)=O.N. No catalyst specified. The product is [CH3:1][C:2]1[CH:3]=[CH:4][N:5]2[C:10]=1[C:9](=[O:11])[N:8]([C:12]1[CH:17]=[CH:16][CH:15]=[CH:14][CH:13]=1)[C:7]([C@@H:18]([NH:20][C:21]1[C:22]3[C:29]([C:30]4[CH:35]=[CH:34][N:33]=[C:32]5[N:36]([S:39]([CH3:42])(=[O:41])=[O:40])[CH:37]=[CH:38][C:31]=45)=[CH:28][NH:27][C:23]=3[N:24]=[CH:25][N:26]=1)[CH3:19])=[N:6]2. The yield is 0.880.